Dataset: Forward reaction prediction with 1.9M reactions from USPTO patents (1976-2016). Task: Predict the product of the given reaction. (1) The product is: [C:1]([N:11]([CH2:19][CH2:20][C:21]([CH3:25])([CH3:24])[CH2:22][O:23][S:39]([CH2:38][CH2:37][CH2:36][S:33]([O:26][C:27]1[CH:32]=[CH:31][CH:30]=[CH:29][CH:28]=1)(=[O:35])=[O:34])(=[O:40])=[O:41])[C:12](=[O:18])[C@H:13]([CH:15]([CH3:17])[CH3:16])[NH2:14])([O:3][CH2:4][C:5]1[CH:10]=[CH:9][CH:8]=[CH:7][CH:6]=1)=[O:2]. Given the reactants [C:1]([N:11]([CH2:19][CH2:20][C:21]([CH3:25])([CH3:24])[CH2:22][OH:23])[C:12](=[O:18])[C@H:13]([CH:15]([CH3:17])[CH3:16])[NH2:14])([O:3][CH2:4][C:5]1[CH:10]=[CH:9][CH:8]=[CH:7][CH:6]=1)=[O:2].[O:26]([S:33]([CH2:36][CH2:37][CH2:38][S:39](Cl)(=[O:41])=[O:40])(=[O:35])=[O:34])[C:27]1[CH:32]=[CH:31][CH:30]=[CH:29][CH:28]=1.N1C=CC=CC=1, predict the reaction product. (2) Given the reactants [NH:1]1[C:6](=O)[CH2:5][NH:4][C@@H:3]2[CH2:8][CH2:9][CH2:10][C@@H:2]12.[H-].[H-].[H-].[H-].[Li+].[Al+3], predict the reaction product. The product is: [NH:1]1[CH2:6][CH2:5][NH:4][C@@H:3]2[CH2:8][CH2:9][CH2:10][C@@H:2]12. (3) Given the reactants Cl.Br[C:3]1[CH:8]=[CH:7][CH:6]=[CH:5][C:4]=1[CH2:9][N:10]1[C:14]([CH3:15])=[CH:13][C:12]([NH:16][C:17]([C:19]2[CH:20]=[C:21]3[C:26](=[CH:27][CH:28]=2)[CH2:25][NH:24][CH2:23][CH2:22]3)=[O:18])=[N:11]1.[Cl:29][C:30]1[CH:31]=[C:32](B(O)O)[CH:33]=[CH:34][CH:35]=1.C(=O)([O-])[O-].[Na+].[Na+].Cl.CCOCC, predict the reaction product. The product is: [ClH:29].[Cl:29][C:30]1[CH:35]=[C:34]([C:3]2[CH:8]=[CH:7][CH:6]=[CH:5][C:4]=2[CH2:9][N:10]2[C:14]([CH3:15])=[CH:13][C:12]([NH:16][C:17]([C:19]3[CH:20]=[C:21]4[C:26](=[CH:27][CH:28]=3)[CH2:25][NH:24][CH2:23][CH2:22]4)=[O:18])=[N:11]2)[CH:33]=[CH:32][CH:31]=1. (4) The product is: [C:13]([C@@H:12]([NH:11][C:9](=[O:10])[O:8][CH2:1][C:2]1[CH:7]=[CH:6][CH:5]=[CH:4][CH:3]=1)[CH2:16][C:17]1[CH:18]=[N:19][CH:20]=[CH:21][CH:22]=1)(=[O:14])[NH2:25]. Given the reactants [CH2:1]([O:8][C:9]([NH:11][C@@H:12]([CH2:16][C:17]1[CH:18]=[N:19][CH:20]=[CH:21][CH:22]=1)[C:13](O)=[O:14])=[O:10])[C:2]1[CH:7]=[CH:6][CH:5]=[CH:4][CH:3]=1.C([N:25](C(C)C)C(C)C)C.ClC(OCC(C)C)=O.N, predict the reaction product. (5) Given the reactants [F:1][C:2]1[CH:10]=[CH:9][C:5]2[CH:6]=[CH:7][S:8][C:4]=2[CH:3]=1.[Br:11]N1C(=O)CCC1=O, predict the reaction product. The product is: [Br:11][C:6]1[C:5]2[CH:9]=[CH:10][C:2]([F:1])=[CH:3][C:4]=2[S:8][CH:7]=1. (6) Given the reactants [N:1]([O-])=O.[Na+].[Cl:5][C:6]1[N:11]=[CH:10][C:9]([NH2:12])=[CH:8][CH:7]=1.[Sn](Cl)(Cl)(Cl)Cl, predict the reaction product. The product is: [ClH:5].[Cl:5][C:6]1[CH:7]=[CH:8][C:9]([NH:12][NH2:1])=[CH:10][N:11]=1. (7) The product is: [Si:1]([O:8][CH2:9][C:10]([C:12]1[N:13]=[C:14]([CH3:20])[N:15]2[CH:19]=[C:18]([Sn:25]([CH2:26][CH2:27][CH2:28][CH3:29])([CH2:30][CH2:31][CH2:32][CH3:33])[CH2:21][CH2:22][CH2:23][CH3:24])[S:17][C:16]=12)=[O:11])([C:4]([CH3:7])([CH3:6])[CH3:5])([CH3:3])[CH3:2]. Given the reactants [Si:1]([O:8][CH2:9][C:10]([C:12]1[N:13]=[C:14]([CH3:20])[N:15]2[CH:19]=[CH:18][S:17][C:16]=12)=[O:11])([C:4]([CH3:7])([CH3:6])[CH3:5])([CH3:3])[CH3:2].[CH2:21]([Sn:25](Cl)([CH2:30][CH2:31][CH2:32][CH3:33])[CH2:26][CH2:27][CH2:28][CH3:29])[CH2:22][CH2:23][CH3:24].C[Si]([N-][Si](C)(C)C)(C)C.[Li+].C1COCC1.[Cl-].[NH4+], predict the reaction product. (8) Given the reactants C([N:8]1[CH2:28][CH2:27][C:11]2[N:12]=[CH:13][N:14]=[C:15]([NH:16][C:17]3[CH:22]=[CH:21][C:20]([C:23]([F:26])([F:25])[F:24])=[CH:19][CH:18]=3)[C:10]=2[CH2:9]1)C1C=CC=CC=1, predict the reaction product. The product is: [F:26][C:23]([F:24])([F:25])[C:20]1[CH:21]=[CH:22][C:17]([NH:16][C:15]2[C:10]3[CH2:9][NH:8][CH2:28][CH2:27][C:11]=3[N:12]=[CH:13][N:14]=2)=[CH:18][CH:19]=1. (9) The product is: [NH2:18][C:15]1[CH:16]=[CH:17][C:12]([C:11]([NH:33][CH:30]2[CH2:29][CH2:28][N:27]([CH2:26][CH:25]([F:34])[F:24])[CH2:32][CH2:31]2)=[O:21])=[CH:13][C:14]=1[O:19][CH3:20]. Given the reactants N1(O[C:11](=[O:21])[C:12]2[CH:17]=[CH:16][C:15]([NH2:18])=[C:14]([O:19][CH3:20])[CH:13]=2)C2C=CC=CC=2N=N1.Cl.Cl.[F:24][CH:25]([F:34])[CH2:26][N:27]1[CH2:32][CH2:31][CH:30]([NH2:33])[CH2:29][CH2:28]1.CN(C)C=O.C(N(CC)CC)C, predict the reaction product.